From a dataset of Catalyst prediction with 721,799 reactions and 888 catalyst types from USPTO. Predict which catalyst facilitates the given reaction. Reactant: [N:1]1[C:5]2[CH:6]=[CH:7][C:8]([C:10]([OH:12])=O)=[CH:9][C:4]=2[NH:3][CH:2]=1.CCN=C=N[CH2:18][CH2:19][CH2:20][N:21](C)C.C1C=CC2N([OH:33])N=NC=2C=1.N[C:35]12[C:53]3[C:48](=[CH:49][CH:50]=[CH:51][CH:52]=3)[C:47](=[O:54])C1(O)C1[C:42]([O:43]2)=[CH:41][C:40]([CH:44]([CH3:46])[CH3:45])=[CH:39]C=1. Product: [OH:33][C:35]12[C:53]3[C:48](=[CH:49][CH:50]=[CH:51][CH:52]=3)[C:47](=[O:54])[C:20]1([NH:21][C:10]([C:8]1[CH:7]=[CH:6][C:5]3[NH:1][CH:2]=[N:3][C:4]=3[CH:9]=1)=[O:12])[C:19]1[CH:18]=[CH:39][C:40]([CH:44]([CH3:46])[CH3:45])=[CH:41][C:42]=1[O:43]2. The catalyst class is: 59.